Dataset: Forward reaction prediction with 1.9M reactions from USPTO patents (1976-2016). Task: Predict the product of the given reaction. Given the reactants C[O:2][C:3](=[O:32])[CH2:4][C:5]1[C:14]([CH3:15])=[C:13]([C:16](=[CH2:30])[CH2:17][CH2:18][NH:19][S:20]([C:23]2[CH:28]=[CH:27][CH:26]=[CH:25][C:24]=2[Cl:29])(=[O:22])=[O:21])[C:12]2[C:7](=[CH:8][CH:9]=[C:10]([F:31])[CH:11]=2)[CH:6]=1.[Li+].[OH-], predict the reaction product. The product is: [Cl:29][C:24]1[CH:25]=[CH:26][CH:27]=[CH:28][C:23]=1[S:20]([NH:19][CH2:18][CH2:17][C:16]([C:13]1[C:12]2[C:7](=[CH:8][CH:9]=[C:10]([F:31])[CH:11]=2)[CH:6]=[C:5]([CH2:4][C:3]([OH:32])=[O:2])[C:14]=1[CH3:15])=[CH2:30])(=[O:21])=[O:22].